From a dataset of Forward reaction prediction with 1.9M reactions from USPTO patents (1976-2016). Predict the product of the given reaction. Given the reactants [NH2:1][C@H:2]([CH2:6][CH:7]=[CH2:8])[C:3]([OH:5])=[O:4].S(Cl)([Cl:11])=O.[CH3:13]O, predict the reaction product. The product is: [ClH:11].[NH2:1][C@H:2]([CH2:6][CH:7]=[CH2:8])[C:3]([O:5][CH3:13])=[O:4].